This data is from Peptide-MHC class I binding affinity with 185,985 pairs from IEDB/IMGT. The task is: Regression. Given a peptide amino acid sequence and an MHC pseudo amino acid sequence, predict their binding affinity value. This is MHC class I binding data. (1) The peptide sequence is RAEDTAVYY. The MHC is HLA-A23:01 with pseudo-sequence HLA-A23:01. The binding affinity (normalized) is 0.138. (2) The binding affinity (normalized) is 0.206. The peptide sequence is QQQQQQQQK. The MHC is HLA-A31:01 with pseudo-sequence HLA-A31:01. (3) The binding affinity (normalized) is 0.610. The MHC is HLA-B44:02 with pseudo-sequence HLA-B44:02. The peptide sequence is SEMAEALKGM. (4) The peptide sequence is AYYWNQNGF. The MHC is HLA-A69:01 with pseudo-sequence HLA-A69:01. The binding affinity (normalized) is 0.0847. (5) The peptide sequence is NVNKLMEEY. The MHC is HLA-A31:01 with pseudo-sequence HLA-A31:01. The binding affinity (normalized) is 0. (6) The peptide sequence is LNIALVAVSL. The MHC is HLA-A68:02 with pseudo-sequence HLA-A68:02. The binding affinity (normalized) is 0.422.